This data is from Peptide-MHC class II binding affinity with 134,281 pairs from IEDB. The task is: Regression. Given a peptide amino acid sequence and an MHC pseudo amino acid sequence, predict their binding affinity value. This is MHC class II binding data. (1) The peptide sequence is TLGVNMVRRGVRSLS. The MHC is H-2-IEd with pseudo-sequence H-2-IEd. The binding affinity (normalized) is 0.155. (2) The peptide sequence is SVRIRVRSGGHDYEG. The MHC is HLA-DPA10201-DPB11401 with pseudo-sequence HLA-DPA10201-DPB11401. The binding affinity (normalized) is 0. (3) The peptide sequence is KKGNVWEVKSSKPLV. The MHC is DRB3_0202 with pseudo-sequence DRB3_0202. The binding affinity (normalized) is 0. (4) The peptide sequence is IYKASPTLAFPAGVC. The MHC is HLA-DPA10103-DPB10301 with pseudo-sequence HLA-DPA10103-DPB10301. The binding affinity (normalized) is 0.129. (5) The peptide sequence is TVLAFPAGVCPTIGV. The binding affinity (normalized) is 0.433. The MHC is DRB1_0101 with pseudo-sequence DRB1_0101. (6) The peptide sequence is FGQNTGAIAAAEARY. The MHC is DRB1_0101 with pseudo-sequence DRB1_0101. The binding affinity (normalized) is 0.616.